This data is from Full USPTO retrosynthesis dataset with 1.9M reactions from patents (1976-2016). The task is: Predict the reactants needed to synthesize the given product. Given the product [C:1]([O:5][C:6](=[O:22])[N:7]([CH2:11][CH2:12][C:13]1[CH:18]=[CH:17][C:16]([Cl:19])=[C:15]([CH2:20][NH:26][CH:23]2[CH2:25][CH2:24]2)[CH:14]=1)[CH:8]1[CH2:10][CH2:9]1)([CH3:4])([CH3:3])[CH3:2], predict the reactants needed to synthesize it. The reactants are: [C:1]([O:5][C:6](=[O:22])[N:7]([CH2:11][CH2:12][C:13]1[CH:18]=[CH:17][C:16]([Cl:19])=[C:15]([CH:20]=O)[CH:14]=1)[CH:8]1[CH2:10][CH2:9]1)([CH3:4])([CH3:3])[CH3:2].[CH:23]1([NH2:26])[CH2:25][CH2:24]1.[BH4-].[Na+].